Dataset: Full USPTO retrosynthesis dataset with 1.9M reactions from patents (1976-2016). Task: Predict the reactants needed to synthesize the given product. (1) Given the product [C:18]([O:22][C:23]([N:25]1[CH2:30][CH2:29][N:28]([CH2:31][C:7]2[CH:8]=[C:9]([O:11][C:12]([F:15])([F:14])[F:13])[CH:10]=[C:5]([C:4]([O:3][CH2:1][CH3:2])=[O:17])[CH:6]=2)[CH2:27][CH2:26]1)=[O:24])([CH3:21])([CH3:20])[CH3:19], predict the reactants needed to synthesize it. The reactants are: [CH2:1]([O:3][C:4](=[O:17])[C:5]1[CH:10]=[C:9]([O:11][C:12]([F:15])([F:14])[F:13])[CH:8]=[C:7](Br)[CH:6]=1)[CH3:2].[C:18]([O:22][C:23]([N:25]1[CH2:30][CH2:29][N:28]([CH2:31]C2C=CC(C(OCC)=O)=CC=2C(F)(F)F)[CH2:27][CH2:26]1)=[O:24])([CH3:21])([CH3:20])[CH3:19]. (2) Given the product [OH:1][C:2]1[CH:3]=[CH:4][C:5]([N:8]2[C:12]([CH3:13])([CH3:14])[C:11](=[O:30])[N:10]([C:16]3[CH:23]=[CH:22][C:19]([C:20]#[N:21])=[C:18]([C:24]([F:25])([F:26])[F:27])[CH:17]=3)[C:9]2=[S:28])=[CH:6][CH:7]=1, predict the reactants needed to synthesize it. The reactants are: [OH:1][C:2]1[CH:7]=[CH:6][C:5]([N:8]2[C:12]([CH3:14])([CH3:13])[C:11](=N)[N:10]([C:16]3[CH:23]=[CH:22][C:19]([C:20]#[N:21])=[C:18]([C:24]([F:27])([F:26])[F:25])[CH:17]=3)[C:9]2=[S:28])=[CH:4][CH:3]=1.C[OH:30].O. (3) The reactants are: [CH:1]1([N:5]2[CH2:11][CH2:10][C:9]3[S:12][C:13]([CH:15]4[CH2:19][CH2:18][NH:17][CH2:16]4)=[N:14][C:8]=3[CH2:7][CH2:6]2)[CH2:4][CH2:3][CH2:2]1.Br[C:21]1[CH:22]=[C:23]([C:27]#[N:28])[CH:24]=[N:25][CH:26]=1. Given the product [CH:1]1([N:5]2[CH2:11][CH2:10][C:9]3[S:12][C:13]([CH:15]4[CH2:19][CH2:18][N:17]([C:21]5[CH:22]=[C:23]([C:27]#[N:28])[CH:24]=[N:25][CH:26]=5)[CH2:16]4)=[N:14][C:8]=3[CH2:7][CH2:6]2)[CH2:2][CH2:3][CH2:4]1, predict the reactants needed to synthesize it. (4) Given the product [Cl:1][C:2]1[CH:7]=[C:6]([C:8]([F:11])([F:10])[F:9])[CH:5]=[C:4]([Cl:12])[C:3]=1[N:13]=[C:14]([Cl:42])[C:15]([F:21])([F:20])[C:16]([F:19])([F:18])[F:17], predict the reactants needed to synthesize it. The reactants are: [Cl:1][C:2]1[CH:7]=[C:6]([C:8]([F:11])([F:10])[F:9])[CH:5]=[C:4]([Cl:12])[C:3]=1[NH:13][C:14](=O)[C:15]([F:21])([F:20])[C:16]([F:19])([F:18])[F:17].C1(P(C2C=CC=CC=2)C2C=CC=CC=2)C=CC=CC=1.[Cl:42]CCl. (5) Given the product [Br:1][C:2]1[CH:8]=[CH:7][C:5]([NH:6][C:21](=[O:22])[CH2:20][O:19][C:16](=[O:18])[CH3:17])=[CH:4][CH:3]=1, predict the reactants needed to synthesize it. The reactants are: [Br:1][C:2]1[CH:8]=[CH:7][C:5]([NH2:6])=[CH:4][CH:3]=1.C(N(CC)CC)C.[C:16]([O:19][CH2:20][C:21](Cl)=[O:22])(=[O:18])[CH3:17]. (6) Given the product [CH3:18][C:12]1[CH:11]=[CH:10][C:9]([NH:8][C:6](=[O:7])[O:5][C:1]([CH3:2])([CH3:3])[CH3:4])=[CH:17][C:13]=1[C:14]([NH:25][C:22]1[S:21][C:20]([CH3:19])=[N:24][CH:23]=1)=[O:16], predict the reactants needed to synthesize it. The reactants are: [C:1]([O:5][C:6]([NH:8][C:9]1[CH:10]=[CH:11][C:12]([CH3:18])=[C:13]([CH:17]=1)[C:14]([OH:16])=O)=[O:7])([CH3:4])([CH3:3])[CH3:2].[CH3:19][C:20]1[S:21][C:22]([NH2:25])=[CH:23][N:24]=1.CN(C(ON1N=NC2C=CC=NC1=2)=[N+](C)C)C.F[P-](F)(F)(F)(F)F.N1C=CC=CC=1. (7) Given the product [C:8]([C:3]1[C:4]([CH3:7])=[N:5][S:6][C:2]=1[NH:1][C:10](=[O:15])[CH2:11][CH:12]([CH3:14])[CH3:13])#[N:9], predict the reactants needed to synthesize it. The reactants are: [NH2:1][C:2]1[S:6][N:5]=[C:4]([CH3:7])[C:3]=1[C:8]#[N:9].[C:10](Cl)(=[O:15])[CH2:11][CH:12]([CH3:14])[CH3:13]. (8) The reactants are: [CH2:1]([O:8][C:9]1[CH:10]=[C:11]([CH:33]([OH:38])[CH2:34][N+:35]([O-])=O)[CH:12]=[CH:13][C:14]=1[C:15]1[N:16]=[N:17][C:18]([N:21]([CH3:32])[CH:22]2[CH2:27][C:26]([CH3:29])([CH3:28])[NH:25][C:24]([CH3:31])([CH3:30])[CH2:23]2)=[CH:19][CH:20]=1)C1C=CC=CC=1. Given the product [NH2:35][CH2:34][CH:33]([C:11]1[CH:12]=[CH:13][C:14]([C:15]2[N:16]=[N:17][C:18]([N:21]([CH3:32])[CH:22]3[CH2:23][C:24]([CH3:30])([CH3:31])[NH:25][C:26]([CH3:28])([CH3:29])[CH2:27]3)=[CH:19][CH:20]=2)=[C:9]([O:8][CH3:1])[CH:10]=1)[OH:38], predict the reactants needed to synthesize it.